From a dataset of Forward reaction prediction with 1.9M reactions from USPTO patents (1976-2016). Predict the product of the given reaction. (1) Given the reactants Cl[C:2]1[CH:3]=[C:4]([NH:11][C:12]2[CH:17]=[CH:16][CH:15]=[C:14]([N:18]3[CH2:22][CH2:21][CH2:20][CH:19]3[CH3:23])[N:13]=2)[C:5]2[N:6]([CH:8]=[CH:9][N:10]=2)[N:7]=1.[OH:24][C:25]1[CH:30]=[CH:29][C:28](B(O)O)=[CH:27][CH:26]=1.CC(C1C=C(C(C)C)C(C2C=CC=CC=2P(C2CCCCC2)C2CCCCC2)=C(C(C)C)C=1)C.C([O-])([O-])=O.[Na+].[Na+], predict the reaction product. The product is: [CH3:23][CH:19]1[CH2:20][CH2:21][CH2:22][N:18]1[C:14]1[N:13]=[C:12]([NH:11][C:4]2[C:5]3[N:6]([CH:8]=[CH:9][N:10]=3)[N:7]=[C:2]([C:28]3[CH:29]=[CH:30][C:25]([OH:24])=[CH:26][CH:27]=3)[CH:3]=2)[CH:17]=[CH:16][CH:15]=1. (2) Given the reactants C(OC(=O)[NH:5][C:6]1[N:15]([CH2:16][C:17]2[CH:22]=[CH:21][C:20]([O:23][CH2:24][C:25]3[CH:26]=[N:27][C:28]([O:31][CH3:32])=[CH:29][CH:30]=3)=[C:19]([O:33][CH3:34])[CH:18]=2)[C:9]2=[N:10][CH:11]=[C:12]([I:14])[CH:13]=[C:8]2[N:7]=1)C.[OH-].[K+], predict the reaction product. The product is: [I:14][C:12]1[CH:13]=[C:8]2[N:7]=[C:6]([NH2:5])[N:15]([CH2:16][C:17]3[CH:22]=[CH:21][C:20]([O:23][CH2:24][C:25]4[CH:26]=[N:27][C:28]([O:31][CH3:32])=[CH:29][CH:30]=4)=[C:19]([O:33][CH3:34])[CH:18]=3)[C:9]2=[N:10][CH:11]=1. (3) Given the reactants [Cl:1][C:2]([O:5][C:6](=[O:12])OC(Cl)(Cl)Cl)(Cl)Cl.[N:13]1[CH:18]=CC=[CH:15][CH:14]=1.O1CCC[CH2:20]1, predict the reaction product. The product is: [ClH:1].[CH2:14]([NH:13][CH2:18][CH2:2][O:5][C:6](=[O:12])[CH3:20])[CH3:15]. (4) The product is: [CH3:1][N:2]1[C:6]2=[C:7]3[CH:13]=[C:12]([C:14]4[CH:15]=[C:16]([CH:20]=[CH:21][CH:22]=4)[C:17]([NH:74][CH2:73][CH2:72][N:69]4[CH2:70][CH2:71][O:66][CH2:67][CH2:68]4)=[O:19])[N:11]([S:23]([C:26]4[CH:32]=[CH:31][C:29]([CH3:30])=[CH:28][CH:27]=4)(=[O:24])=[O:25])[C:8]3=[N:9][CH:10]=[C:5]2[CH:4]=[N:3]1. Given the reactants [CH3:1][N:2]1[C:6]2=[C:7]3[CH:13]=[C:12]([C:14]4[CH:15]=[C:16]([CH:20]=[CH:21][CH:22]=4)[C:17]([OH:19])=O)[N:11]([S:23]([C:26]4[CH:32]=[CH:31][C:29]([CH3:30])=[CH:28][CH:27]=4)(=[O:25])=[O:24])[C:8]3=[N:9][CH:10]=[C:5]2[CH:4]=[N:3]1.CCN(C(C)C)C(C)C.CN(C(ON1N=NC2C=CC=NC1=2)=[N+](C)C)C.F[P-](F)(F)(F)(F)F.[O:66]1[CH2:71][CH2:70][N:69]([CH2:72][CH2:73][NH2:74])[CH2:68][CH2:67]1, predict the reaction product. (5) Given the reactants [C:1]([O:5][C:6](=[O:15])[C:7]([CH3:14])([CH3:13])[CH2:8][CH2:9][CH2:10][CH2:11]Br)([CH3:4])([CH3:3])[CH3:2].[I-:16].[Na+], predict the reaction product. The product is: [C:1]([O:5][C:6](=[O:15])[C:7]([CH3:14])([CH3:13])[CH2:8][CH2:9][CH2:10][CH2:11][I:16])([CH3:4])([CH3:3])[CH3:2]. (6) Given the reactants Br[C:2]1[N:7]=[N:6][C:5]([NH2:8])=[N:4][CH:3]=1.[F:9][C:10]1[CH:17]=[C:16](B2OC(C)(C)C(C)(C)O2)[CH:15]=[CH:14][C:11]=1[C:12]#[N:13].C(=O)([O-])[O-].[K+].[K+].ClCCl.[OH-].[Na+], predict the reaction product. The product is: [NH2:8][C:5]1[N:6]=[N:7][C:2]([C:16]2[CH:15]=[CH:14][C:11]([C:12]#[N:13])=[C:10]([F:9])[CH:17]=2)=[CH:3][N:4]=1. (7) Given the reactants [CH3:1][O:2][C:3]1[CH:12]=[CH:11][C:10]2[C:5](=[CH:6][CH:7]=[C:8]([CH:13]([CH3:18])[CH2:14][CH2:15][CH2:16][CH3:17])[CH:9]=2)[CH:4]=1.C([Li])CCC.[CH3:24][S:25]SC, predict the reaction product. The product is: [CH3:1][O:2][C:3]1[C:12]([S:25][CH3:24])=[CH:11][C:10]2[C:5](=[CH:6][CH:7]=[C:8]([CH:13]([CH3:18])[CH2:14][CH2:15][CH2:16][CH3:17])[CH:9]=2)[CH:4]=1.